From a dataset of Full USPTO retrosynthesis dataset with 1.9M reactions from patents (1976-2016). Predict the reactants needed to synthesize the given product. (1) Given the product [Cl:1][C:2]1[C:3]2[CH:20]=[C:19]([CH2:21][N:22]3[CH2:23][CH2:24][CH2:25][CH2:26]3)[N:18]([CH2:28][C:29]3[C:34]([CH3:35])=[C:33]([O:36][CH3:37])[C:32]([CH3:38])=[CH:31][N:30]=3)[C:4]=2[N:5]=[C:6]([NH2:8])[N:7]=1, predict the reactants needed to synthesize it. The reactants are: [Cl:1][C:2]1[C:3]2[CH:20]=[C:19]([CH2:21][N:22]3[CH2:26][CH2:25][CH2:24][CH2:23]3)[NH:18][C:4]=2[N:5]=[C:6]([NH:8]C(=O)CCCCCCC)[N:7]=1.Cl[CH2:28][C:29]1[C:34]([CH3:35])=[C:33]([O:36][CH3:37])[C:32]([CH3:38])=[CH:31][N:30]=1.C([O-])([O-])=O.[K+].[K+]. (2) The reactants are: C[O:2][C:3]1[CH:8]=[CH:7][C:6]([C:9]([C:11]2[CH:16]=[CH:15][CH:14]=[CH:13][C:12]=2[S:17]C)=[O:10])=[CH:5][CH:4]=1.CN(C=O)C. Given the product [OH:2][C:3]1[CH:8]=[CH:7][C:6]([C:9]([C:11]2[CH:16]=[CH:15][CH:14]=[CH:13][C:12]=2[SH:17])=[O:10])=[CH:5][CH:4]=1, predict the reactants needed to synthesize it. (3) Given the product [N:8]1([CH2:13][C:14]2([C:45]3[CH:50]=[CH:49][C:48]([F:51])=[CH:47][C:46]=3[F:52])[O:18][CH2:17][CH:16]([CH2:19][S:20][C:21]3[CH:26]=[CH:25][C:24]([N:27]4[CH2:28][CH2:29][N:30]([C:33]5[CH:34]=[CH:35][C:36]([N:39]6[C:43](=[O:44])[N:42]([CH:3]([CH:2]=[CH2:5])[CH3:4])[N:41]=[CH:40]6)=[CH:37][CH:38]=5)[CH2:31][CH2:32]4)=[CH:23][CH:22]=3)[CH2:15]2)[CH:12]=[N:11][CH:10]=[N:9]1, predict the reactants needed to synthesize it. The reactants are: Br[CH:2]([CH3:5])[CH:3]=[CH2:4].[OH-].[K+].[N:8]1([CH2:13][C:14]2([C:45]3[CH:50]=[CH:49][C:48]([F:51])=[CH:47][C:46]=3[F:52])[O:18][CH2:17][CH:16]([CH2:19][S:20][C:21]3[CH:26]=[CH:25][C:24]([N:27]4[CH2:32][CH2:31][N:30]([C:33]5[CH:38]=[CH:37][C:36]([N:39]6[C:43](=[O:44])[NH:42][N:41]=[CH:40]6)=[CH:35][CH:34]=5)[CH2:29][CH2:28]4)=[CH:23][CH:22]=3)[CH2:15]2)[CH:12]=[N:11][CH:10]=[N:9]1. (4) The reactants are: [CH2:1]([C@@:5]1([CH2:31][CH3:32])[NH:11][C@H:10]([C:12]2[CH:17]=[CH:16][CH:15]=[CH:14][CH:13]=2)[C:9]2[CH:18]=[C:19]([O:27][CH3:28])[C:20]([CH2:22][CH2:23][C:24](O)=[O:25])=[CH:21][C:8]=2[S:7](=[O:30])(=[O:29])[CH2:6]1)[CH2:2][CH2:3][CH3:4].CCN(C(C)C)C(C)C.CN(C(ON1N=NC2C=CC=NC1=2)=[N+](C)C)C.F[P-](F)(F)(F)(F)F.[NH2:66][CH:67]([CH2:74][C:75]([O:77][CH2:78][CH3:79])=[O:76])[CH2:68][C:69]([O:71][CH2:72][CH3:73])=[O:70]. Given the product [CH2:1]([C@@:5]1([CH2:31][CH3:32])[NH:11][C@H:10]([C:12]2[CH:13]=[CH:14][CH:15]=[CH:16][CH:17]=2)[C:9]2[CH:18]=[C:19]([O:27][CH3:28])[C:20]([CH2:22][CH2:23][C:24]([NH:66][CH:67]([CH2:68][C:69]([O:71][CH2:72][CH3:73])=[O:70])[CH2:74][C:75]([O:77][CH2:78][CH3:79])=[O:76])=[O:25])=[CH:21][C:8]=2[S:7](=[O:29])(=[O:30])[CH2:6]1)[CH2:2][CH2:3][CH3:4], predict the reactants needed to synthesize it. (5) The reactants are: COC1C=C(OC)C=CC=1C[N:6]1[C:10](=[O:11])[CH2:9][CH:8]([C:12]([OH:14])=[O:13])[CH2:7]1.C1(OC)C=CC=CC=1. Given the product [O:11]=[C:10]1[NH:6][CH2:7][CH:8]([C:12]([OH:14])=[O:13])[CH2:9]1, predict the reactants needed to synthesize it.